From a dataset of Full USPTO retrosynthesis dataset with 1.9M reactions from patents (1976-2016). Predict the reactants needed to synthesize the given product. (1) Given the product [C:1]([O:5][C:6]([N:8]1[CH2:13][CH2:12][CH:11]([C:14]2[N:15]([CH3:32])[CH:16]=[C:17]([C:19]3[CH:24]=[CH:23][C:22]([F:25])=[C:21]([C:26]([F:27])([F:28])[F:29])[CH:20]=3)[N:18]=2)[CH2:10][CH2:9]1)=[O:7])([CH3:4])([CH3:2])[CH3:3], predict the reactants needed to synthesize it. The reactants are: [C:1]([O:5][C:6]([N:8]1[CH2:13][CH2:12][CH:11]([C:14]2[NH:15][CH:16]=[C:17]([C:19]3[CH:24]=[CH:23][C:22]([F:25])=[C:21]([C:26]([F:29])([F:28])[F:27])[CH:20]=3)[N:18]=2)[CH2:10][CH2:9]1)=[O:7])([CH3:4])([CH3:3])[CH3:2].[OH-].[K+].[CH3:32]I. (2) Given the product [CH3:23][O:22][C:20]1[CH:19]=[C:17]([NH:18][C:2]2[C:3]3[CH2:12][O:11][CH2:10][C:4]=3[N:5]=[C:6]([S:8][CH3:9])[N:7]=2)[CH:16]=[C:15]([O:14][CH3:13])[CH:21]=1, predict the reactants needed to synthesize it. The reactants are: Cl[C:2]1[C:3]2[CH2:12][O:11][CH2:10][C:4]=2[N:5]=[C:6]([S:8][CH3:9])[N:7]=1.[CH3:13][O:14][C:15]1[CH:16]=[C:17]([CH:19]=[C:20]([O:22][CH3:23])[CH:21]=1)[NH2:18]. (3) The reactants are: [CH2:1]([N:3]([CH2:13][CH3:14])[C:4]1[CH:11]=[CH:10][C:7]([CH:8]=[O:9])=[C:6]([OH:12])[CH:5]=1)[CH3:2].C(N(CC)C(C)C)(C)C.[CH3:24][O:25][CH2:26]Cl. Given the product [CH2:13]([N:3]([CH2:1][CH3:2])[C:4]1[CH:11]=[CH:10][C:7]([CH:8]=[O:9])=[C:6]([O:12][CH2:24][O:25][CH3:26])[CH:5]=1)[CH3:14], predict the reactants needed to synthesize it. (4) Given the product [Br:1][C:2]1[C:3]([CH2:7][C:9]2[CH:14]=[CH:13][CH:12]=[C:11]([Cl:15])[CH:10]=2)=[CH:4][S:5][CH:6]=1, predict the reactants needed to synthesize it. The reactants are: [Br:1][C:2]1[C:3]([CH:7]([C:9]2[CH:14]=[CH:13][CH:12]=[C:11]([Cl:15])[CH:10]=2)O)=[CH:4][S:5][CH:6]=1.C([SiH](CC)CC)C.C(O)(C(F)(F)F)=O.